This data is from Forward reaction prediction with 1.9M reactions from USPTO patents (1976-2016). The task is: Predict the product of the given reaction. (1) Given the reactants [CH2:1]([C:8]1([CH3:18])[C:13](=[O:14])[N:12]([CH3:15])[C:11](=[O:16])[NH:10][C:9]1=[O:17])[C:2]1[CH:7]=[CH:6][CH:5]=[CH:4][CH:3]=1.[H-].[Na+].Br.Br[CH2:23][C:24]([C:26]1[CH:27]=[N:28][CH:29]=[CH:30][CH:31]=1)=[O:25], predict the reaction product. The product is: [CH2:1]([C:8]1([CH3:18])[C:13](=[O:14])[N:12]([CH3:15])[C:11](=[O:16])[N:10]([CH2:23][C:24](=[O:25])[C:26]2[CH:27]=[N:28][CH:29]=[CH:30][CH:31]=2)[C:9]1=[O:17])[C:2]1[CH:7]=[CH:6][CH:5]=[CH:4][CH:3]=1. (2) Given the reactants [Cl:1][C:2]1[CH:7]=[C:6]([Cl:8])[CH:5]=[CH:4][C:3]=1[N:9]1[C:13]([C:14]2[CH:19]=[CH:18][C:17]([O:20][CH2:21][CH2:22][C:23]([F:26])([F:25])[F:24])=[CH:16][CH:15]=2)=[C:12]([CH3:27])[C:11]([C:28](O)=[O:29])=[N:10]1.C(Cl)(=O)C([Cl:34])=O.CN(C=O)C, predict the reaction product. The product is: [Cl:1][C:2]1[CH:7]=[C:6]([Cl:8])[CH:5]=[CH:4][C:3]=1[N:9]1[C:13]([C:14]2[CH:19]=[CH:18][C:17]([O:20][CH2:21][CH2:22][C:23]([F:24])([F:26])[F:25])=[CH:16][CH:15]=2)=[C:12]([CH3:27])[C:11]([C:28]([Cl:34])=[O:29])=[N:10]1. (3) Given the reactants [CH:1]1([N:4]2[CH2:12][C:11]3[C:6](=[CH:7][CH:8]=[C:9]([N+:13]([O-])=O)[CH:10]=3)[CH2:5]2)[CH2:3][CH2:2]1, predict the reaction product. The product is: [CH:1]1([N:4]2[CH2:12][C:11]3[C:6](=[CH:7][CH:8]=[C:9]([NH2:13])[CH:10]=3)[CH2:5]2)[CH2:3][CH2:2]1. (4) Given the reactants [NH:1]1[C:5]2[CH:6]=[CH:7][C:8]([NH2:10])=[CH:9][C:4]=2[N:3]=[CH:2]1.[N:11]1([C:17]2[CH:18]=[C:19]([CH:22]=[CH:23][CH:24]=2)[CH:20]=O)[CH2:16][CH2:15][CH2:14][CH2:13][CH2:12]1.[Si](C#N)(C)(C)C.[N:31]1([C:36](N2C=CN=C2)=[O:37])C=CN=[CH:32]1, predict the reaction product. The product is: [NH:1]1[C:5]2[CH:6]=[CH:7][C:8]([N:10]3[CH:20]([C:19]4[CH:22]=[CH:23][CH:24]=[C:17]([N:11]5[CH2:16][CH2:15][CH2:14][CH2:13][CH2:12]5)[CH:18]=4)[CH2:32][NH:31][C:36]3=[O:37])=[CH:9][C:4]=2[N:3]=[CH:2]1. (5) The product is: [Br:1][C:2]1[CH:3]=[C:4]2[CH:10]=[CH:9][N:8]([CH3:14])[C:5]2=[N:6][CH:7]=1. Given the reactants [Br:1][C:2]1[CH:3]=[C:4]2[CH:10]=[CH:9][NH:8][C:5]2=[N:6][CH:7]=1.[H-].[Na+].I[CH3:14], predict the reaction product. (6) Given the reactants [Cl:1][C:2]1[C:3]([F:31])=[C:4]([NH:8][CH:9]([C:11]2[CH:12]=[C:13]([C:28](O)=[O:29])[CH:14]=[C:15]3[C:20]=2[O:19][C:18]([N:21]2[CH2:26][CH2:25][O:24][CH2:23][CH2:22]2)=[CH:17][C:16]3=[O:27])[CH3:10])[CH:5]=[CH:6][CH:7]=1.[NH:32]1[CH2:37][CH2:36][CH:35]([OH:38])[CH2:34][CH2:33]1, predict the reaction product. The product is: [Cl:1][C:2]1[C:3]([F:31])=[C:4]([NH:8][CH:9]([C:11]2[CH:12]=[C:13]([C:28]([N:32]3[CH2:37][CH2:36][CH:35]([OH:38])[CH2:34][CH2:33]3)=[O:29])[CH:14]=[C:15]3[C:20]=2[O:19][C:18]([N:21]2[CH2:26][CH2:25][O:24][CH2:23][CH2:22]2)=[CH:17][C:16]3=[O:27])[CH3:10])[CH:5]=[CH:6][CH:7]=1. (7) Given the reactants [Cl:1][C:2]1[CH:7]=[CH:6][C:5]([CH2:8][C@@H:9]([NH:27][C:28]([C@H:30]2[CH2:39][C:38]3[C:33](=[CH:34][CH:35]=[CH:36][CH:37]=3)[CH2:32][N:31]2[C:40]([O:42][CH2:43][CH:44]2[C:56]3[CH:55]=[CH:54][CH:53]=[CH:52][C:51]=3[C:50]3[C:45]2=[CH:46][CH:47]=[CH:48][CH:49]=3)=[O:41])=[O:29])[C:10]([N:12]2[CH2:17][CH2:16][N:15]([C:18]3[CH:23]=[CH:22][CH:21]=[CH:20][C:19]=3[N+:24]([O-])=O)[CH2:14][CH2:13]2)=[O:11])=[CH:4][CH:3]=1.O.O.Cl[Sn]Cl, predict the reaction product. The product is: [NH2:24][C:19]1[CH:20]=[CH:21][CH:22]=[CH:23][C:18]=1[N:15]1[CH2:14][CH2:13][N:12]([C:10](=[O:11])[C@H:9]([NH:27][C:28]([C@H:30]2[CH2:39][C:38]3[C:33](=[CH:34][CH:35]=[CH:36][CH:37]=3)[CH2:32][N:31]2[C:40]([O:42][CH2:43][CH:44]2[C:45]3[CH:46]=[CH:47][CH:48]=[CH:49][C:50]=3[C:51]3[C:56]2=[CH:55][CH:54]=[CH:53][CH:52]=3)=[O:41])=[O:29])[CH2:8][C:5]2[CH:6]=[CH:7][C:2]([Cl:1])=[CH:3][CH:4]=2)[CH2:17][CH2:16]1. (8) Given the reactants [Br:1][C:2]1[CH:3]=[C:4]([NH:8][C:9](=[C:11]([C:17]([O:19]CC)=O)[C:12]([O:14][CH2:15][CH3:16])=[O:13])[CH3:10])[CH:5]=[CH:6][CH:7]=1.C1(OC2C=CC=CC=2)C=CC=CC=1, predict the reaction product. The product is: [Br:1][C:2]1[CH:3]=[C:4]2[C:5]([C:17]([OH:19])=[C:11]([C:12]([O:14][CH2:15][CH3:16])=[O:13])[C:9]([CH3:10])=[N:8]2)=[CH:6][CH:7]=1. (9) Given the reactants [NH2:1][C:2]1[C:16]([Br:17])=[CH:15][C:5]2[C:6]([C:12](O)=[O:13])=[C:7]([CH:9]3[CH2:11][CH2:10]3)[O:8][C:4]=2[CH:3]=1.C[CH2:19][N:20]=C=NCCCN(C)C.C1C=CC2N(O)N=NC=2C=1.CN.Cl, predict the reaction product. The product is: [NH2:1][C:2]1[C:16]([Br:17])=[CH:15][C:5]2[C:6]([C:12]([NH:20][CH3:19])=[O:13])=[C:7]([CH:9]3[CH2:11][CH2:10]3)[O:8][C:4]=2[CH:3]=1.